Dataset: Full USPTO retrosynthesis dataset with 1.9M reactions from patents (1976-2016). Task: Predict the reactants needed to synthesize the given product. (1) Given the product [F:1][C:2]1[CH:3]=[C:4]([CH3:12])[C:5]([O:11][CH3:13])=[CH:6][C:7]=1[N+:8]([O-:10])=[O:9], predict the reactants needed to synthesize it. The reactants are: [F:1][C:2]1[C:7]([N+:8]([O-:10])=[O:9])=[CH:6][C:5]([OH:11])=[C:4]([CH3:12])[CH:3]=1.[C:13](=O)([O-])[O-].[Na+].[Na+].IC. (2) Given the product [Na+:35].[N:27]1([C:22]2[O:21][C:20]([C:14]3[CH:13]=[CH:12][CH:11]=[C:10]4[C:15]=3[S:16][C:17]3[CH:18]=[CH:19][C:6]([O:5][CH2:4][C:3]([O-:33])=[O:2])=[CH:7][C:8]=3[S:9]4)=[CH:25][C:24](=[O:26])[CH:23]=2)[CH2:32][CH2:31][O:30][CH2:29][CH2:28]1, predict the reactants needed to synthesize it. The reactants are: C[O:2][C:3](=[O:33])[CH2:4][O:5][C:6]1[CH:19]=[CH:18][C:17]2[S:16][C:15]3[C:10](=[CH:11][CH:12]=[CH:13][C:14]=3[C:20]3[O:21][C:22]([N:27]4[CH2:32][CH2:31][O:30][CH2:29][CH2:28]4)=[CH:23][C:24](=[O:26])[CH:25]=3)[S:9][C:8]=2[CH:7]=1.[OH-].[Na+:35]. (3) Given the product [C:28]([C@H:29]([OH:40])[C@H:30]([NH:39][C:22]([C:16]1[CH:17]=[C:18]([F:21])[C:19]([F:20])=[C:14]([C:9]2[C:8]([C:6]([OH:5])=[O:7])=[CH:13][CH:12]=[CH:11][CH:10]=2)[CH:15]=1)=[O:24])[CH2:31][C:32]1[CH:37]=[CH:36][CH:35]=[CH:34][C:33]=1[Cl:38])([OH:41])=[O:27], predict the reactants needed to synthesize it. The reactants are: C([O:5][C:6]([C:8]1[C:9]([C:14]2[C:19]([F:20])=[C:18]([F:21])[CH:17]=[C:16]([C:22]([OH:24])=O)[CH:15]=2)=[CH:10][CH:11]=[CH:12][CH:13]=1)=[O:7])(C)(C)C.C([O:27][C:28](=[O:41])[C@H:29]([OH:40])[C@H:30]([NH2:39])[CH2:31][C:32]1[CH:37]=[CH:36][CH:35]=[CH:34][C:33]=1[Cl:38])C.CCN(C(C)C)C(C)C.CN(C(ON1N=NC2C=CC=NC1=2)=[N+](C)C)C.F[P-](F)(F)(F)(F)F. (4) The reactants are: [CH2:1]([NH:8][CH:9]1[CH2:14][CH2:13][CH2:12][CH2:11][CH:10]1O)[C:2]1[CH:7]=[CH:6][CH:5]=[CH:4][CH:3]=1.N(C(OCC)=O)=NC(OCC)=O.C1C=CC(P(C2C=CC=CC=2)C2C=CC=CC=2)=CC=1. Given the product [CH2:1]([N:8]1[CH:14]2[CH:9]1[CH2:10][CH2:11][CH2:12][CH2:13]2)[C:2]1[CH:7]=[CH:6][CH:5]=[CH:4][CH:3]=1, predict the reactants needed to synthesize it. (5) Given the product [CH3:8][C:4]([O:3][C:11]1[CH:16]=[CH:15][C:14]([C:17]([F:20])([F:19])[F:18])=[CH:13][N:12]=1)([CH3:9])[C:5]([OH:7])=[O:6], predict the reactants needed to synthesize it. The reactants are: [H-].[Na+].[OH:3][C:4]([CH3:9])([CH3:8])[C:5]([OH:7])=[O:6].Cl[C:11]1[CH:16]=[CH:15][C:14]([C:17]([F:20])([F:19])[F:18])=[CH:13][N:12]=1.ClC1C=C(C(F)(F)F)C=CN=1. (6) Given the product [NH2:1][C:2]1[C:7]([C:8]([NH2:12])=[O:9])=[CH:6][N:5]=[C:4]([Cl:11])[CH:3]=1, predict the reactants needed to synthesize it. The reactants are: [NH2:1][C:2]1[C:7]([C:8](Cl)=[O:9])=[CH:6][N:5]=[C:4]([Cl:11])[CH:3]=1.[NH3:12]. (7) Given the product [NH2:17][C:15]1[C:14]([O:20][C:21]2[CH:22]=[CH:23][CH:24]=[CH:25][CH:26]=2)=[CH:13][C:12]([C:27]2[CH:28]=[CH:29][C:30]3[O:35][CH2:34][CH2:33][CH2:32][C:31]=3[CH:36]=2)=[C:11]([CH:6]([O:5][C:1]([CH3:3])([CH3:4])[CH3:2])[C:7]([O:9][CH3:10])=[O:8])[CH:16]=1, predict the reactants needed to synthesize it. The reactants are: [C:1]([O:5][CH:6]([C:11]1[CH:16]=[C:15]([N+:17]([O-])=O)[C:14]([O:20][C:21]2[CH:26]=[CH:25][CH:24]=[CH:23][CH:22]=2)=[CH:13][C:12]=1[C:27]1[CH:28]=[CH:29][C:30]2[O:35][CH2:34][CH2:33][CH2:32][C:31]=2[CH:36]=1)[C:7]([O:9][CH3:10])=[O:8])([CH3:4])([CH3:3])[CH3:2].